From a dataset of Forward reaction prediction with 1.9M reactions from USPTO patents (1976-2016). Predict the product of the given reaction. (1) Given the reactants Cl[C:2](Cl)([C:11]1[CH:16]=[C:15]([F:17])[CH:14]=[C:13]([F:18])[CH:12]=1)[C:3]1[CH:8]=[C:7]([F:9])[CH:6]=[C:5]([F:10])[CH:4]=1.[OH:20][C:21]1[CH:22]=[C:23]([CH:29]=[CH:30][C:31]=1[OH:32])[C:24]([O:26][CH2:27][CH3:28])=[O:25], predict the reaction product. The product is: [CH2:27]([O:26][C:24]([C:23]1[CH:29]=[CH:30][C:31]2[O:32][C:2]([C:11]3[CH:16]=[C:15]([F:17])[CH:14]=[C:13]([F:18])[CH:12]=3)([C:3]3[CH:8]=[C:7]([F:9])[CH:6]=[C:5]([F:10])[CH:4]=3)[O:20][C:21]=2[CH:22]=1)=[O:25])[CH3:28]. (2) Given the reactants [OH:1][N:2]=[C:3](Cl)[C:4]1[CH:9]=[CH:8][C:7]([CH3:10])=[CH:6][CH:5]=1.[Br:12][C:13]1[N:14]=[C:15]([C:34]#[CH:35])[C:16]([N:19]([C:27]([O:29][C:30]([CH3:33])([CH3:32])[CH3:31])=[O:28])[C:20](=[O:26])[O:21][C:22]([CH3:25])([CH3:24])[CH3:23])=[N:17][CH:18]=1.CCN(CC)CC, predict the reaction product. The product is: [Br:12][C:13]1[N:14]=[C:15]([C:34]2[O:1][N:2]=[C:3]([C:4]3[CH:9]=[CH:8][C:7]([CH3:10])=[CH:6][CH:5]=3)[CH:35]=2)[C:16]([N:19]([C:27]([O:29][C:30]([CH3:33])([CH3:32])[CH3:31])=[O:28])[C:20](=[O:26])[O:21][C:22]([CH3:24])([CH3:25])[CH3:23])=[N:17][CH:18]=1.